Dataset: Reaction yield outcomes from USPTO patents with 853,638 reactions. Task: Predict the reaction yield, written as a fraction of the theoretical maximum amount of product (1.0 means a 100% yield; for example, 0.34 means a 34% yield). (1) The reactants are CS(C)=O.C(Cl)(=O)C(Cl)=O.[OH:11][CH2:12][C@@H:13]1[CH2:18][CH2:17][CH2:16][N:15]([C:19]([O:21][C:22]([CH3:25])([CH3:24])[CH3:23])=[O:20])[CH2:14]1.C(N(CC)CC)C. The catalyst is ClCCl.[Cl-].[Na+].O. The product is [CH:12]([C@@H:13]1[CH2:18][CH2:17][CH2:16][N:15]([C:19]([O:21][C:22]([CH3:25])([CH3:24])[CH3:23])=[O:20])[CH2:14]1)=[O:11]. The yield is 0.960. (2) The reactants are [CH3:1][C:2]1[CH:23]=[CH:22][CH:21]=[C:20]([CH3:24])[C:3]=1[O:4][C:5]1[CH:6]=[C:7]2[C:11](=[CH:12][CH:13]=1)[C:10](=[O:14])[N:9]([CH2:15][C:16]([OH:18])=[O:17])[C:8]2=[O:19].S(=O)(=O)(O)O.[CH3:30]O. The catalyst is O. The product is [CH3:30][O:17][C:16](=[O:18])[CH2:15][N:9]1[C:8](=[O:19])[C:7]2[C:11](=[CH:12][CH:13]=[C:5]([O:4][C:3]3[C:2]([CH3:1])=[CH:23][CH:22]=[CH:21][C:20]=3[CH3:24])[CH:6]=2)[C:10]1=[O:14]. The yield is 0.960. (3) The product is [I-:21].[OH:11][C:7]1[CH:6]=[C:5]([C@@H:3]([N+:2]([CH3:20])([CH3:1])[C@H:12]([C:14]2[CH:19]=[CH:18][CH:17]=[CH:16][CH:15]=2)[CH3:13])[CH3:4])[CH:10]=[CH:9][CH:8]=1. The catalyst is C(OCC)(=O)C. The reactants are [CH3:1][N:2]([C@H:12]([C:14]1[CH:19]=[CH:18][CH:17]=[CH:16][CH:15]=1)[CH3:13])[C@H:3]([C:5]1[CH:6]=[C:7]([OH:11])[CH:8]=[CH:9][CH:10]=1)[CH3:4].[CH3:20][I:21]. The yield is 0.880. (4) The reactants are [OH:1][CH:2]([C:19]1[CH:24]=[CH:23][CH:22]=[CH:21][CH:20]=1)[CH2:3][O:4][C:5]1[CH:18]=[CH:17][C:8]([CH:9]=[C:10]2[S:14][C:13](=[O:15])[NH:12][C:11]2=[O:16])=[CH:7][CH:6]=1.O.[BH4-].[Na+].C(O)(=O)C. The catalyst is C1COCC1.[OH-].[Na+].O.O.O.O.O.O.[Co](Cl)Cl.CC(=NO)C(C)=NO. The product is [OH:1][CH:2]([C:19]1[CH:20]=[CH:21][CH:22]=[CH:23][CH:24]=1)[CH2:3][O:4][C:5]1[CH:18]=[CH:17][C:8]([CH2:9][CH:10]2[S:14][C:13](=[O:15])[NH:12][C:11]2=[O:16])=[CH:7][CH:6]=1. The yield is 0.760. (5) The reactants are [N:1]1[C:5]2[CH:6]=[CH:7][CH:8]=[CH:9][C:4]=2[NH:3][CH:2]=1.CC(C)([O-])C.[K+].Br[CH2:17][C:18]#[N:19]. The catalyst is CN(C)C=O. The product is [N:1]1([CH2:17][C:18]#[N:19])[C:5]2[CH:6]=[CH:7][CH:8]=[CH:9][C:4]=2[N:3]=[CH:2]1. The yield is 0.890.